Dataset: Reaction yield outcomes from USPTO patents with 853,638 reactions. Task: Predict the reaction yield, written as a fraction of the theoretical maximum amount of product (1.0 means a 100% yield; for example, 0.34 means a 34% yield). (1) No catalyst specified. The product is [F:16][C:15]([F:18])([F:17])[CH2:14][N:6]1[C:5]2[CH:19]=[CH:20][C:2]([NH:1][C:35](=[O:36])[CH2:23][C:22]([CH3:27])([CH3:26])[CH3:21])=[CH:3][C:4]=2[O:9][CH2:8][CH:7]1[C:10]([F:11])([F:12])[F:13]. The yield is 0.890. The reactants are [NH2:1][C:2]1[CH:20]=[CH:19][C:5]2[N:6]([CH2:14][C:15]([F:18])([F:17])[F:16])[CH:7]([C:10]([F:13])([F:12])[F:11])[CH2:8][O:9][C:4]=2[CH:3]=1.[CH3:21][C:22]([CH3:27])([CH3:26])[C:23](Cl)=O.N1C=CC=CC=1.C[CH2:35][O:36]C(C)=O. (2) The reactants are [C:1]([C:4]1[CH:13]=[C:8]([C:9]([O:11][CH3:12])=[O:10])[C:7]([OH:14])=[CH:6][CH:5]=1)(=[O:3])[CH3:2].C(=O)([O-])[O-].[K+].[K+].[CH2:21](Br)[C:22]1[CH:27]=[CH:26][CH:25]=[CH:24][CH:23]=1. The catalyst is C(#N)C. The product is [CH3:12][O:11][C:9](=[O:10])[C:8]1[CH:13]=[C:4]([C:1](=[O:3])[CH3:2])[CH:5]=[CH:6][C:7]=1[O:14][CH2:21][C:22]1[CH:27]=[CH:26][CH:25]=[CH:24][CH:23]=1. The yield is 1.00. (3) The reactants are Br[C:2]1[CH:3]=[C:4]([CH:8]2[C:17]([CH3:19])([CH3:18])[CH2:16][C:15]3[C:10](=[CH:11][CH:12]=[C:13]([C:20]([OH:22])=[O:21])[CH:14]=3)[NH:9]2)[CH:5]=[CH:6][CH:7]=1.[O:23]1[CH2:27][CH2:26][NH:25][C:24]1=[O:28].Cl.CN(C)CC(O)=O.C(=O)([O-])[O-].[K+].[K+]. The catalyst is CS(C)=O.[Cu]I. The product is [CH3:18][C:17]1([CH3:19])[CH2:16][C:15]2[C:10](=[CH:11][CH:12]=[C:13]([C:20]([OH:22])=[O:21])[CH:14]=2)[NH:9][CH:8]1[C:4]1[CH:5]=[CH:6][CH:7]=[C:2]([N:25]2[CH2:26][CH2:27][O:23][C:24]2=[O:28])[CH:3]=1. The yield is 0.800. (4) The reactants are [Cl:1][C:2]1[N:3]=[C:4](Cl)[C:5]2[CH2:10][CH2:9][CH:8]([C:11]3[CH:16]=[CH:15][C:14]([Cl:17])=[CH:13][CH:12]=3)[C:6]=2[N:7]=1.[CH3:19][NH:20][CH3:21]. The catalyst is CO. The product is [Cl:1][C:2]1[N:3]=[C:4]([N:20]([CH3:21])[CH3:19])[C:5]2[CH2:10][CH2:9][CH:8]([C:11]3[CH:16]=[CH:15][C:14]([Cl:17])=[CH:13][CH:12]=3)[C:6]=2[N:7]=1. The yield is 0.476.